This data is from NCI-60 drug combinations with 297,098 pairs across 59 cell lines. The task is: Regression. Given two drug SMILES strings and cell line genomic features, predict the synergy score measuring deviation from expected non-interaction effect. (1) Drug 1: C1=CN(C(=O)N=C1N)C2C(C(C(O2)CO)O)O.Cl. Drug 2: CCC1=C2CN3C(=CC4=C(C3=O)COC(=O)C4(CC)O)C2=NC5=C1C=C(C=C5)O. Cell line: SN12C. Synergy scores: CSS=42.2, Synergy_ZIP=-2.49, Synergy_Bliss=1.57, Synergy_Loewe=-20.5, Synergy_HSA=1.96. (2) Drug 1: CCC1(CC2CC(C3=C(CCN(C2)C1)C4=CC=CC=C4N3)(C5=C(C=C6C(=C5)C78CCN9C7C(C=CC9)(C(C(C8N6C)(C(=O)OC)O)OC(=O)C)CC)OC)C(=O)OC)O.OS(=O)(=O)O. Drug 2: C#CCC(CC1=CN=C2C(=N1)C(=NC(=N2)N)N)C3=CC=C(C=C3)C(=O)NC(CCC(=O)O)C(=O)O. Cell line: NCI/ADR-RES. Synergy scores: CSS=-1.60, Synergy_ZIP=3.54, Synergy_Bliss=5.32, Synergy_Loewe=-4.18, Synergy_HSA=-1.61. (3) Cell line: HCC-2998. Synergy scores: CSS=30.1, Synergy_ZIP=-10.5, Synergy_Bliss=-11.8, Synergy_Loewe=-10.6, Synergy_HSA=-7.27. Drug 1: C1=NC2=C(N1)C(=S)N=C(N2)N. Drug 2: CC1=C(C(=O)C2=C(C1=O)N3CC4C(C3(C2COC(=O)N)OC)N4)N. (4) Drug 1: C1=CC=C(C=C1)NC(=O)CCCCCCC(=O)NO. Drug 2: CC1C(C(CC(O1)OC2CC(OC(C2O)C)OC3=CC4=CC5=C(C(=O)C(C(C5)C(C(=O)C(C(C)O)O)OC)OC6CC(C(C(O6)C)O)OC7CC(C(C(O7)C)O)OC8CC(C(C(O8)C)O)(C)O)C(=C4C(=C3C)O)O)O)O. Cell line: MCF7. Synergy scores: CSS=41.7, Synergy_ZIP=-3.25, Synergy_Bliss=-2.51, Synergy_Loewe=-5.78, Synergy_HSA=-1.07. (5) Drug 1: C1=CC(=CC=C1C#N)C(C2=CC=C(C=C2)C#N)N3C=NC=N3. Drug 2: CC12CCC3C(C1CCC2OP(=O)(O)O)CCC4=C3C=CC(=C4)OC(=O)N(CCCl)CCCl.[Na+]. Cell line: IGROV1. Synergy scores: CSS=3.13, Synergy_ZIP=-4.07, Synergy_Bliss=0.313, Synergy_Loewe=-2.73, Synergy_HSA=-2.68.